Dataset: Forward reaction prediction with 1.9M reactions from USPTO patents (1976-2016). Task: Predict the product of the given reaction. (1) Given the reactants Cl[C:2]1[CH:3]=[N:4][CH:5]=[C:6](Cl)[C:7]=1[N:8]1[C:16](=[O:17])[C:15]2[C:10]([C:11]3[S:32][CH:31]=[CH:30][C:12]=3[N:13]([CH2:18][C:19]3[CH:24]=[CH:23][C:22]([N:25]4[CH:29]=[CH:28][CH:27]=[N:26]4)=[CH:21][CH:20]=3)[CH:14]=2)=[N:9]1.C([O-])=O.[NH4+], predict the reaction product. The product is: [N:25]1([C:22]2[CH:23]=[CH:24][C:19]([CH2:18][N:13]3[CH:14]=[C:15]4[C:16](=[O:17])[N:8]([C:7]5[CH:6]=[CH:5][N:4]=[CH:3][CH:2]=5)[N:9]=[C:10]4[C:11]4[S:32][CH:31]=[CH:30][C:12]3=4)=[CH:20][CH:21]=2)[CH:29]=[CH:28][CH:27]=[N:26]1. (2) Given the reactants Cl[C:2]([O:4][C:5]1[CH:10]=[CH:9][CH:8]=[CH:7][CH:6]=1)=[O:3].[NH2:11][C:12]1[CH:23]=[CH:22][C:15]([CH2:16][NH:17][S:18]([CH3:21])(=[O:20])=[O:19])=[C:14]([O:24][CH3:25])[CH:13]=1.C(#N)C.N1C=CC=CC=1, predict the reaction product. The product is: [CH3:25][O:24][C:14]1[CH:13]=[C:12]([NH:11][C:2](=[O:3])[O:4][C:5]2[CH:10]=[CH:9][CH:8]=[CH:7][CH:6]=2)[CH:23]=[CH:22][C:15]=1[CH2:16][NH:17][S:18]([CH3:21])(=[O:20])=[O:19].